This data is from Forward reaction prediction with 1.9M reactions from USPTO patents (1976-2016). The task is: Predict the product of the given reaction. (1) The product is: [CH3:14][O:13][C:9]1[CH:8]=[C:7]([CH:12]=[CH:11][CH:10]=1)[O:6][CH2:5][C:4]([OH:15])=[O:3]. Given the reactants C([O:3][C:4](=[O:15])[CH2:5][O:6][C:7]1[CH:12]=[CH:11][CH:10]=[C:9]([O:13][CH3:14])[CH:8]=1)C.[OH-].[Na+].Cl, predict the reaction product. (2) Given the reactants [Cl:1][C:2]1[N:7]=[C:6]([NH:8][CH2:9][C@@H:10]2[CH2:14][CH2:13][NH:12][CH2:11]2)[C:5]([Cl:15])=[CH:4][N:3]=1.C(N(CC)CC)C.[CH3:23][S:24](Cl)(=[O:26])=[O:25], predict the reaction product. The product is: [Cl:1][C:2]1[N:7]=[C:6]([NH:8][CH2:9][C@H:10]2[CH2:14][CH2:13][N:12]([S:24]([CH3:23])(=[O:26])=[O:25])[CH2:11]2)[C:5]([Cl:15])=[CH:4][N:3]=1. (3) The product is: [C:20]([O:19][C:17]([N:24]1[CH2:29][CH2:28][CH:27]([NH:1][C:2]2[CH:11]=[C:10]([C:12]([F:13])([F:14])[F:15])[CH:9]=[C:4]([C:5]([O:7][CH3:8])=[O:6])[C:3]=2[CH3:16])[CH2:26][CH2:25]1)=[O:18])([CH3:23])([CH3:21])[CH3:22]. Given the reactants [NH2:1][C:2]1[C:3]([CH3:16])=[C:4]([CH:9]=[C:10]([C:12]([F:15])([F:14])[F:13])[CH:11]=1)[C:5]([O:7][CH3:8])=[O:6].[C:17]([N:24]1[CH2:29][CH2:28][CH2:27][CH2:26][C:25]1=O)([O:19][C:20]([CH3:23])([CH3:22])[CH3:21])=[O:18].C(O[BH-](OC(=O)C)OC(=O)C)(=O)C.[Na+].C([O-])(O)=O.[Na+], predict the reaction product. (4) Given the reactants [F:1][C:2]([F:39])([F:38])[C:3]1[CH:4]=[C:5]([CH:35]=[CH:36][CH:37]=1)[C:6](=[N:8][O:9][C:10]([C:12]1[CH:34]=[CH:33][C:15]2[S:16][CH2:17][CH2:18][N:19]([S:20]([C:23]3[CH:28]=[CH:27][C:26]([C:29]([F:32])([F:31])[F:30])=[CH:25][CH:24]=3)(=[O:22])=[O:21])[C:14]=2[CH:13]=1)=O)[NH2:7].FC(F)(F)C1C=C(C2N=C(C3C=CC4SCCN(S(C5C=CC(C(F)(F)F)=CC=5)(=O)=O)C=4C=3)ON=2)C=CC=1.CCCC[N+](CCCC)(CCCC)CCCC.[F-].C1COCC1, predict the reaction product. The product is: [F:38][C:2]([F:1])([F:39])[C:3]1[CH:4]=[C:5]([C:6]2[N:7]=[C:10]([C:12]3[CH:34]=[CH:33][C:15]4[S:16][CH2:17][CH2:18][N:19]([S:20]([C:23]5[CH:24]=[CH:25][C:26]([C:29]([F:30])([F:31])[F:32])=[CH:27][CH:28]=5)(=[O:21])=[O:22])[C:14]=4[CH:13]=3)[O:9][N:8]=2)[CH:35]=[CH:36][CH:37]=1. (5) Given the reactants [C:1]1([S:7][CH2:8]Cl)[CH:6]=[CH:5][CH:4]=[CH:3][CH:2]=1.[CH3:10][SiH:11]([Cl:13])[Cl:12], predict the reaction product. The product is: [CH3:10][Si:11]([CH2:8][S:7][C:1]1[CH:6]=[CH:5][CH:4]=[CH:3][CH:2]=1)([Cl:13])[Cl:12]. (6) Given the reactants [Br:1][C:2]1[CH:3]=[C:4]([OH:8])[CH:5]=[CH:6][CH:7]=1.Cl.Cl[CH2:11][CH2:12][N:13]([CH3:15])[CH3:14].C([O-])([O-])=O.[Cs+].[Cs+].O, predict the reaction product. The product is: [Br:1][C:2]1[CH:3]=[C:4]([CH:5]=[CH:6][CH:7]=1)[O:8][CH2:11][CH2:12][N:13]([CH3:15])[CH3:14]. (7) Given the reactants [NH2:1][C:2]1[C:7]([C:8]([C:10]2[C:15]([F:16])=[C:14]([F:17])[CH:13]=[C:12]([O:18][Si:19]([C:22]([CH3:25])([CH3:24])[CH3:23])([CH3:21])[CH3:20])[C:11]=2[O:26][CH3:27])=[O:9])=[CH:6][N:5]=[C:4](Cl)[N:3]=1.FC(F)(F)C(O)=O.[CH3:36][S:37]([N:40]1[CH2:45][CH2:44][CH:43]([NH2:46])[CH2:42][CH2:41]1)(=[O:39])=[O:38].C(N(C(C)C)CC)(C)C, predict the reaction product. The product is: [NH2:1][C:2]1[C:7]([C:8]([C:10]2[C:15]([F:16])=[C:14]([F:17])[CH:13]=[C:12]([O:18][Si:19]([C:22]([CH3:25])([CH3:24])[CH3:23])([CH3:21])[CH3:20])[C:11]=2[O:26][CH3:27])=[O:9])=[CH:6][N:5]=[C:4]([NH:46][CH:43]2[CH2:44][CH2:45][N:40]([S:37]([CH3:36])(=[O:39])=[O:38])[CH2:41][CH2:42]2)[N:3]=1.